From a dataset of Reaction yield outcomes from USPTO patents with 853,638 reactions. Predict the reaction yield, written as a fraction of the theoretical maximum amount of product (1.0 means a 100% yield; for example, 0.34 means a 34% yield). The reactants are CCCS([C:7]1[O:8][C:9]2[CH:15]=[CH:14][C:13]([C:16]3[CH:23]=[CH:22][C:19]([C:20]#[N:21])=[CH:18][CH:17]=3)=[CH:12][C:10]=2[CH:11]=1)(=O)=O.Br.[CH3:25][C@@H:26]1[CH2:30][CH2:29][CH2:28][NH:27]1.C(=O)([O-])[O-].[Na+].[Na+].[C:37](#N)[CH3:38]. No catalyst specified. The product is [CH3:25][C@@H:26]1[CH2:30][CH2:29][CH2:28][N:27]1[CH2:37][CH2:38][C:7]1[O:8][C:9]2[CH:15]=[CH:14][C:13]([C:16]3[CH:17]=[CH:18][C:19]([C:20]#[N:21])=[CH:22][CH:23]=3)=[CH:12][C:10]=2[CH:11]=1. The yield is 0.340.